Dataset: Full USPTO retrosynthesis dataset with 1.9M reactions from patents (1976-2016). Task: Predict the reactants needed to synthesize the given product. (1) Given the product [Cl:1][C:2]1[N:3]=[C:4]([O:27][CH:24]2[CH2:25][CH2:26][O:21][CH2:22][CH2:23]2)[C:5]2[C:10]([I:11])=[CH:9][N:8]([CH2:12][O:13][CH2:14][CH2:15][Si:16]([CH3:19])([CH3:18])[CH3:17])[C:6]=2[N:7]=1, predict the reactants needed to synthesize it. The reactants are: [Cl:1][C:2]1[N:3]=[C:4](Cl)[C:5]2[C:10]([I:11])=[CH:9][N:8]([CH2:12][O:13][CH2:14][CH2:15][Si:16]([CH3:19])([CH3:18])[CH3:17])[C:6]=2[N:7]=1.[O:21]1[CH2:26][CH2:25][CH:24]([OH:27])[CH2:23][CH2:22]1.CC(C)([O-])C.[Na+]. (2) Given the product [NH:7]1[CH2:6][CH:5]([O:4][C:3]2[CH:16]=[CH:17][C:18]([CH2:20][N:21]3[CH2:22][CH2:23][CH2:24][CH2:25]3)=[CH:19][C:2]=2[CH3:1])[CH2:8]1, predict the reactants needed to synthesize it. The reactants are: [CH3:1][C:2]1[CH:19]=[C:18]([CH2:20][N:21]2[CH2:25][CH2:24][CH2:23][CH2:22]2)[CH:17]=[CH:16][C:3]=1[O:4][CH:5]1[CH2:8][N:7](C(OC(C)(C)C)=O)[CH2:6]1. (3) Given the product [F:50][C:48]1[CH:49]=[C:44]([NH:43][C:41](=[O:42])[CH2:40][C:38]2[NH:37][N:36]=[C:35]([NH:34][C:28]3[C:27]4[C:32](=[CH:33][C:24]([O:23][CH2:22][CH2:21][CH2:20][N:16]5[CH2:17][CH2:18][CH2:19][C@@H:15]5[CH2:14][OH:13])=[C:25]([O:52][CH3:53])[CH:26]=4)[N:31]=[CH:30][N:29]=3)[CH:39]=2)[CH:45]=[C:46]([F:51])[CH:47]=1, predict the reactants needed to synthesize it. The reactants are: P([O:13][CH2:14][C@H:15]1[CH2:19][CH2:18][CH2:17][N:16]1[CH2:20][CH2:21][CH2:22][O:23][C:24]1[CH:33]=[C:32]2[C:27]([C:28]([NH:34][C:35]3[CH:39]=[C:38]([CH2:40][C:41]([NH:43][C:44]4[CH:49]=[C:48]([F:50])[CH:47]=[C:46]([F:51])[CH:45]=4)=[O:42])[NH:37][N:36]=3)=[N:29][CH:30]=[N:31]2)=[CH:26][C:25]=1[O:52][CH3:53])(OC(C)(C)C)(OC(C)(C)C)=O.N1CCC[C@@H]1CO. (4) Given the product [CH:23]([N:8]([CH:9]([CH3:10])[CH3:1])[CH2:13][CH3:12])([CH3:24])[CH3:22].[CH3:14][C:6]1[CH:7]=[CH:19][CH:18]=[C:4]([CH3:5])[N:3]=1.[CH3:4][N:3]1[CH2:6][CH2:7][O:21][CH2:2][CH2:1]1, predict the reactants needed to synthesize it. The reactants are: [CH2:1]([N:3]([CH2:6][CH3:7])[CH2:4][CH3:5])[CH3:2].[N:8]1[CH:13]=[CH:12]C=[CH:10][CH:9]=1.[CH2:14](Cl)Cl.Cl[CH2:18][CH2:19]Cl.[O:21]1C[CH2:24][CH2:23][CH2:22]1. (5) Given the product [Cl:12][C:13]1[CH:18]=[CH:17][C:16]([Cl:19])=[CH:15][C:14]=1[C:7]1[C:2]([Cl:1])=[CH:3][C:4]([O:10][CH3:11])=[C:5]([NH2:9])[CH:6]=1, predict the reactants needed to synthesize it. The reactants are: [Cl:1][C:2]1[C:7](I)=[CH:6][C:5]([NH2:9])=[C:4]([O:10][CH3:11])[CH:3]=1.[Cl:12][C:13]1[CH:18]=[CH:17][C:16]([Cl:19])=[CH:15][C:14]=1B(O)O.C([O-])([O-])=O.[Na+].[Na+]. (6) The reactants are: [F:1][C:2]1[CH:7]=[CH:6][C:5]([CH2:8][C:9]([OH:11])=[O:10])=[C:4]([I:12])[CH:3]=1.S(=O)(=O)(O)O.[CH3:18]O. Given the product [F:1][C:2]1[CH:7]=[CH:6][C:5]([CH2:8][C:9]([O:11][CH3:18])=[O:10])=[C:4]([I:12])[CH:3]=1, predict the reactants needed to synthesize it. (7) Given the product [Si:1]([O:8][CH2:9][CH2:10][C:11]1([NH2:12])[CH2:14][CH2:13]1)([C:4]([CH3:7])([CH3:6])[CH3:5])([CH3:3])[CH3:2], predict the reactants needed to synthesize it. The reactants are: [Si:1]([O:8][CH2:9][CH2:10][C:11]#[N:12])([C:4]([CH3:7])([CH3:6])[CH3:5])([CH3:3])[CH3:2].[CH2:13]([Mg]Br)[CH3:14].B(F)(F)F.CCOCC. (8) Given the product [CH3:19][C:20]([O:23][C:24]([NH:1][CH2:2][C:3]1([OH:18])[CH2:7][CH2:6][N:5]([C:8]([O:10][CH2:11][C:12]2[CH:17]=[CH:16][CH:15]=[CH:14][CH:13]=2)=[O:9])[CH2:4]1)=[O:25])([CH3:22])[CH3:21], predict the reactants needed to synthesize it. The reactants are: [NH2:1][CH2:2][C:3]1([OH:18])[CH2:7][CH2:6][N:5]([C:8]([O:10][CH2:11][C:12]2[CH:17]=[CH:16][CH:15]=[CH:14][CH:13]=2)=[O:9])[CH2:4]1.[CH3:19][C:20]([O:23][C:24](O[C:24]([O:23][C:20]([CH3:22])([CH3:21])[CH3:19])=[O:25])=[O:25])([CH3:22])[CH3:21]. (9) Given the product [CH3:1][O:2][C:3]([C:5]1[CH:10]=[CH:9][C:8]([C:11]#[N:12])=[C:7]([Cl:16])[N:6]=1)=[O:4], predict the reactants needed to synthesize it. The reactants are: [CH3:1][O:2][C:3]([C:5]1[CH:10]=[CH:9][C:8]([C:11]#[N:12])=[C:7](O)[N:6]=1)=[O:4].P(Cl)(Cl)([Cl:16])=O. (10) The reactants are: [Br:1][C:2]1[CH:3]=[C:4]2[C:7](=[CH:8][CH:9]=1)[C:6](Br)(Br)[CH2:5]2.S(=O)(=O)(O)[OH:13]. Given the product [Br:1][C:2]1[CH:3]=[C:4]2[C:7](=[CH:8][CH:9]=1)[C:6](=[O:13])[CH2:5]2, predict the reactants needed to synthesize it.